The task is: Predict the reaction yield, written as a fraction of the theoretical maximum amount of product (1.0 means a 100% yield; for example, 0.34 means a 34% yield).. This data is from Reaction yield outcomes from USPTO patents with 853,638 reactions. (1) The reactants are [Br-].[C:2]([CH2:5][CH2:6][P+](C1C=CC=CC=1)(C1C=CC=CC=1)C1C=CC=CC=1)([OH:4])=[O:3].C[Si]([N-][Si](C)(C)C)(C)C.[Na+].[F:36][C:37]1[CH:44]=[CH:43][C:40]([CH:41]=O)=[CH:39][C:38]=1[O:45][CH3:46]. The catalyst is C1COCC1.O. The product is [F:36][C:37]1[CH:44]=[CH:43][C:40]([CH:41]=[CH:6][CH2:5][C:2]([OH:4])=[O:3])=[CH:39][C:38]=1[O:45][CH3:46]. The yield is 0.880. (2) The reactants are C(OC([NH:8][C@@H:9]([C:13]([CH3:16])([CH3:15])[CH3:14])[C:10]([OH:12])=[O:11])=O)(C)(C)C.O=S(Cl)[Cl:19].[CH3:21]O. No catalyst specified. The product is [ClH:19].[NH2:8][C@@H:9]([C:13]([CH3:16])([CH3:15])[CH3:14])[C:10]([O:12][CH3:21])=[O:11]. The yield is 0.760.